Regression. Given two drug SMILES strings and cell line genomic features, predict the synergy score measuring deviation from expected non-interaction effect. From a dataset of NCI-60 drug combinations with 297,098 pairs across 59 cell lines. (1) Drug 1: CN1CCC(CC1)COC2=C(C=C3C(=C2)N=CN=C3NC4=C(C=C(C=C4)Br)F)OC. Drug 2: COC1=C(C=C2C(=C1)N=CN=C2NC3=CC(=C(C=C3)F)Cl)OCCCN4CCOCC4. Cell line: RXF 393. Synergy scores: CSS=30.6, Synergy_ZIP=-6.63, Synergy_Bliss=2.25, Synergy_Loewe=3.57, Synergy_HSA=4.37. (2) Drug 1: C1=CC(=CC=C1C#N)C(C2=CC=C(C=C2)C#N)N3C=NC=N3. Cell line: NCI-H322M. Drug 2: CN(C(=O)NC(C=O)C(C(C(CO)O)O)O)N=O. Synergy scores: CSS=-3.29, Synergy_ZIP=3.33, Synergy_Bliss=3.30, Synergy_Loewe=-3.34, Synergy_HSA=-1.23. (3) Drug 1: CC1C(C(CC(O1)OC2CC(OC(C2O)C)OC3=CC4=CC5=C(C(=O)C(C(C5)C(C(=O)C(C(C)O)O)OC)OC6CC(C(C(O6)C)O)OC7CC(C(C(O7)C)O)OC8CC(C(C(O8)C)O)(C)O)C(=C4C(=C3C)O)O)O)O. Drug 2: C1=CC=C(C(=C1)C(C2=CC=C(C=C2)Cl)C(Cl)Cl)Cl. Cell line: SK-MEL-2. Synergy scores: CSS=-11.0, Synergy_ZIP=3.71, Synergy_Bliss=-2.11, Synergy_Loewe=-73.3, Synergy_HSA=-8.55.